The task is: Predict the reactants needed to synthesize the given product.. This data is from Full USPTO retrosynthesis dataset with 1.9M reactions from patents (1976-2016). (1) Given the product [Br:19][C:20]1[N:21]=[C:22]([N:14]2[CH2:15][CH2:16][N:11]3[N:10]=[C:9]([CH2:8][O:1][C:2]4[CH:3]=[CH:4][CH:5]=[CH:6][CH:7]=4)[CH:18]=[C:12]3[C:13]2=[O:17])[CH:23]=[CH:24][CH:25]=1, predict the reactants needed to synthesize it. The reactants are: [O:1]([CH2:8][C:9]1[CH:18]=[C:12]2[C:13](=[O:17])[NH:14][CH2:15][CH2:16][N:11]2[N:10]=1)[C:2]1[CH:7]=[CH:6][CH:5]=[CH:4][CH:3]=1.[Br:19][C:20]1[CH:25]=[CH:24][CH:23]=[C:22](Br)[N:21]=1.FC1C=C(F)C=CC=1N1CCN2N=C(COC3C=CC=CC=3)C=C2C1=O. (2) Given the product [Br:19][C:20]1[CH:25]=[C:24]([F:26])[C:23]([O:27][CH2:10][O:11][CH3:12])=[C:22]([F:28])[CH:21]=1, predict the reactants needed to synthesize it. The reactants are: C(N(C(C)C)CC)(C)C.[CH3:10][O:11][CH2:12]Cl.O1CCCC1.[Br:19][C:20]1[CH:25]=[C:24]([F:26])[C:23]([OH:27])=[C:22]([F:28])[CH:21]=1. (3) The reactants are: [Si:1]([O:8][C:9]1[CH:14]=[CH:13][CH:12]=[CH:11][C:10]=1[C:15](=O)[CH3:16])([C:4]([CH3:7])([CH3:6])[CH3:5])([CH3:3])[CH3:2].[N+:18]([C:21]1[CH:28]=[CH:27][C:24]([CH:25]=O)=[CH:23][CH:22]=1)([O-:20])=[O:19].[C:29](#[N:33])[CH2:30][C:31]#[N:32].C([O-])(=O)C.[NH4+:38].C(=O)([O-])O.[Na+]. Given the product [NH2:32][C:31]1[N:38]=[C:15]([C:10]2[CH:11]=[CH:12][CH:13]=[CH:14][C:9]=2[O:8][Si:1]([C:4]([CH3:7])([CH3:6])[CH3:5])([CH3:3])[CH3:2])[CH:16]=[C:25]([C:24]2[CH:27]=[CH:28][C:21]([N+:18]([O-:20])=[O:19])=[CH:22][CH:23]=2)[C:30]=1[C:29]#[N:33], predict the reactants needed to synthesize it. (4) Given the product [F:2][C:3]1[CH:4]=[C:5]([P:11](=[O:12])([OH:18])[OH:15])[CH:6]=[C:7]([F:10])[C:8]=1[F:9], predict the reactants needed to synthesize it. The reactants are: Cl.[F:2][C:3]1[CH:4]=[C:5]([P:11](=[O:18])([O:15]CC)[O:12]CC)[CH:6]=[C:7]([F:10])[C:8]=1[F:9]. (5) The reactants are: [F:1][C:2]([F:6])([F:5])[CH2:3][OH:4].F[C:8]1[CH:13]=[CH:12][C:11]([N+:14]([O-:16])=[O:15])=[CH:10][CH:9]=1. Given the product [N+:14]([C:11]1[CH:12]=[CH:13][C:8]([O:4][CH2:3][C:2]([F:6])([F:5])[F:1])=[CH:9][CH:10]=1)([O-:16])=[O:15], predict the reactants needed to synthesize it. (6) Given the product [N:31]1([CH2:37][CH2:38][CH2:39][NH:40][C:22](=[O:23])[C:21]2[CH:25]=[CH:26][C:18]([S:15](=[O:17])(=[O:16])[NH:14][C:9]3[CH:10]=[CH:11][CH:12]=[CH:13][C:8]=3[O:7][C:6]3[CH:27]=[CH:28][C:3]([C:2]([F:1])([F:29])[F:30])=[CH:4][CH:5]=3)=[CH:19][CH:20]=2)[CH2:36][CH2:35][CH2:34][CH2:33][CH2:32]1, predict the reactants needed to synthesize it. The reactants are: [F:1][C:2]([F:30])([F:29])[C:3]1[CH:28]=[CH:27][C:6]([O:7][C:8]2[CH:13]=[CH:12][CH:11]=[CH:10][C:9]=2[NH:14][S:15]([C:18]2[CH:26]=[CH:25][C:21]([C:22](O)=[O:23])=[CH:20][CH:19]=2)(=[O:17])=[O:16])=[CH:5][CH:4]=1.[N:31]1([CH2:37][CH2:38][CH2:39][NH2:40])[CH2:36][CH2:35][CH2:34][CH2:33][CH2:32]1. (7) Given the product [CH2:59]([C:61]1[C:69]2[C:64](=[CH:65][CH:66]=[CH:67][CH:68]=2)[N:63]([C:70]2[N:74]=[C:73]([CH:75]3[CH2:76][N:77]([CH:79]4[CH2:84][CH2:83][N:82]([C:3]([O:5][CH3:9])=[O:4])[CH2:81][CH2:80]4)[CH2:78]3)[O:72][N:71]=2)[N:62]=1)[CH3:60], predict the reactants needed to synthesize it. The reactants are: F[C:9](F)(F)[C:3]([OH:5])=[O:4].F[C:9](F)(F)[C:3]([OH:5])=[O:4].C(C1C2C(=CC=CC=2)N(C2N=C(C3CCN(CCC4CCNCC4)CC3)ON=2)N=1)C.FC(F)(F)C(O)=O.FC(F)(F)C(O)=O.[CH2:59]([C:61]1[C:69]2[C:64](=[CH:65][CH:66]=[CH:67][CH:68]=2)[N:63]([C:70]2[N:74]=[C:73]([CH:75]3[CH2:78][N:77]([CH:79]4[CH2:84][CH2:83][NH:82][CH2:81][CH2:80]4)[CH2:76]3)[O:72][N:71]=2)[N:62]=1)[CH3:60].Cl. (8) The reactants are: [Cl:1][C:2]1[CH:7]=[CH:6][C:5]([CH2:8][CH2:9][CH2:10][N:11]2[CH2:16][CH2:15][N:14]([C:17]([C:19]3[NH:40][C:22]4[N:23]=[C:24]([C:34]5[CH:39]=[CH:38][CH:37]=[CH:36][CH:35]=5)[N:25]=[C:26]([NH:27][CH2:28][CH2:29][NH:30][C:31](=[O:33])[CH3:32])[C:21]=4[CH:20]=3)=[O:18])[CH2:13][CH2:12]2)=[CH:4][CH:3]=1.[CH3:41][S:42]([OH:45])(=[O:44])=[O:43]. Given the product [CH3:41][S:42]([OH:45])(=[O:44])=[O:43].[Cl:1][C:2]1[CH:3]=[CH:4][C:5]([CH2:8][CH2:9][CH2:10][N:11]2[CH2:12][CH2:13][N:14]([C:17]([C:19]3[NH:40][C:22]4[N:23]=[C:24]([C:34]5[CH:35]=[CH:36][CH:37]=[CH:38][CH:39]=5)[N:25]=[C:26]([NH:27][CH2:28][CH2:29][NH:30][C:31](=[O:33])[CH3:32])[C:21]=4[CH:20]=3)=[O:18])[CH2:15][CH2:16]2)=[CH:6][CH:7]=1, predict the reactants needed to synthesize it. (9) Given the product [Cl:1][C:2]1[CH:3]=[CH:4][C:5]([O:42][CH3:43])=[C:6]([C@@:8]2([F:41])[C:16]3[C:11](=[CH:12][C:13]([C:17]([F:20])([F:19])[F:18])=[CH:14][CH:15]=3)[N:10]([CH2:21][O:22][C:23](=[O:39])[CH2:24][CH2:25][O:26][P:27]([OH:34])([OH:29])=[O:28])[C:9]2=[O:40])[CH:7]=1, predict the reactants needed to synthesize it. The reactants are: [Cl:1][C:2]1[CH:3]=[CH:4][C:5]([O:42][CH3:43])=[C:6]([C@@:8]2([F:41])[C:16]3[C:11](=[CH:12][C:13]([C:17]([F:20])([F:19])[F:18])=[CH:14][CH:15]=3)[N:10]([CH2:21][O:22][C:23](=[O:39])[CH2:24][CH2:25][O:26][P:27]([O:34]C(C)(C)C)([O:29]C(C)(C)C)=[O:28])[C:9]2=[O:40])[CH:7]=1.FC(F)(F)C(O)=O. (10) Given the product [CH2:12]([C:11]1[CH:10]=[C:9]2[C:4]([CH2:5][CH2:6][C:7](=[O:16])[NH:8]2)=[CH:3][C:2]=1[O:1][CH3:17])[CH:13]([CH3:14])[CH3:15], predict the reactants needed to synthesize it. The reactants are: [OH:1][C:2]1[CH:3]=[C:4]2[C:9](=[CH:10][C:11]=1[CH2:12][CH:13]([CH3:15])[CH3:14])[NH:8][C:7](=[O:16])[CH2:6][CH2:5]2.[C:17]([O-])([O-])=O.[K+].[K+].CI.